This data is from Catalyst prediction with 721,799 reactions and 888 catalyst types from USPTO. The task is: Predict which catalyst facilitates the given reaction. Reactant: [Br:1][C:2]1[N:7]2[CH:8]=[CH:9][N:10]=[C:6]2[C:5](Br)=[N:4][CH:3]=1.[NH2:12][C:13]1[CH:29]=[CH:28][C:16]([C:17]([NH:19][CH2:20][C:21]2[CH:22]=[N:23][C:24]([CH3:27])=[CH:25][CH:26]=2)=[O:18])=[C:15]([O:30][CH3:31])[CH:14]=1.Br.C([O-])(O)=O.[Na+]. Product: [Br:1][C:2]1[N:7]2[CH:8]=[CH:9][N:10]=[C:6]2[C:5]([NH:12][C:13]2[CH:29]=[CH:28][C:16]([C:17]([NH:19][CH2:20][C:21]3[CH:22]=[N:23][C:24]([CH3:27])=[CH:25][CH:26]=3)=[O:18])=[C:15]([O:30][CH3:31])[CH:14]=2)=[N:4][CH:3]=1. The catalyst class is: 378.